This data is from Forward reaction prediction with 1.9M reactions from USPTO patents (1976-2016). The task is: Predict the product of the given reaction. (1) Given the reactants [C:1](=[O:4])([O-])[O-:2].[K+].[K+].[C:7]([C:9]1[CH:25]=[CH:24][C:12]2[CH2:13][CH2:14][N:15](C(=O)C(F)(F)F)[CH2:16][CH2:17][C:11]=2[C:10]=1[S:26][C:27](=[O:31])[N:28]([CH3:30])[CH3:29])#[N:8].O.C(Cl)Cl, predict the reaction product. The product is: [C:9]([O:2][C:1]([N:15]1[CH2:16][CH2:17][C:11]2[C:10]([S:26][C:27](=[O:31])[N:28]([CH3:29])[CH3:30])=[C:9]([C:7]#[N:8])[CH:25]=[CH:24][C:12]=2[CH2:13][CH2:14]1)=[O:4])([CH3:25])([CH3:10])[CH3:7]. (2) Given the reactants [Cl:1][C:2]1[CH:3]=[N:4][CH:5]=[C:6]([Cl:28])[C:7]=1[NH:8][C:9]([C:11]1[C:16]2[CH:17]([CH2:20][C:21]([O:23]CC)=[O:22])[CH2:18][O:19][C:15]=2[C:14]([O:26][CH3:27])=[CH:13][CH:12]=1)=[O:10].[OH-].[Na+].Cl, predict the reaction product. The product is: [C:21]([CH2:20][CH:17]1[C:16]2[C:11]([C:9]([NH:8][C:7]3[C:6]([Cl:28])=[CH:5][N:4]=[CH:3][C:2]=3[Cl:1])=[O:10])=[CH:12][CH:13]=[C:14]([O:26][CH3:27])[C:15]=2[O:19][CH2:18]1)([OH:23])=[O:22]. (3) Given the reactants [OH:1][C:2]1[CH:7]=[CH:6][C:5]([N+:8]([O-:10])=[O:9])=[CH:4][C:3]=1[C:11](=[O:15])[CH:12]([CH3:14])[CH3:13].[F:16][C:17]1[CH:31]=[CH:30][C:20]([CH:21](O)[C:22]2[CH:27]=[CH:26][C:25]([F:28])=[CH:24][CH:23]=2)=[CH:19][CH:18]=1.C1(C)C=CC=CC=1.C1(P(C2C=CC=CC=2)C2C=CC=CC=2)C=CC=CC=1, predict the reaction product. The product is: [F:16][C:17]1[CH:18]=[CH:19][C:20]([CH:21]([C:22]2[CH:27]=[CH:26][C:25]([F:28])=[CH:24][CH:23]=2)[O:1][C:2]2[CH:7]=[CH:6][C:5]([N+:8]([O-:10])=[O:9])=[CH:4][C:3]=2[C:11](=[O:15])[CH:12]([CH3:13])[CH3:14])=[CH:30][CH:31]=1. (4) Given the reactants [CH:1]12[CH2:10][CH:5]3[CH2:6][CH:7]([CH2:9][CH:3]([CH2:4]3)[CH:2]1[NH:11][C:12]([C:14]1[CH:15]=[N:16][N:17]([CH3:20])[C:18]=1Cl)=[O:13])[CH2:8]2.[NH:21]1[CH2:25][CH2:24][CH2:23][CH2:22]1, predict the reaction product. The product is: [CH:1]12[CH2:10][CH:5]3[CH2:6][CH:7]([CH2:9][CH:3]([CH2:4]3)[CH:2]1[NH:11][C:12]([C:14]1[CH:15]=[N:16][N:17]([CH3:20])[C:18]=1[N:21]1[CH2:25][CH2:24][CH2:23][CH2:22]1)=[O:13])[CH2:8]2. (5) Given the reactants [CH3:1][C:2]1[CH:7]=[C:6]([CH:8]=[O:9])[CH:5]=[C:4]([CH3:10])[C:3]=1[C:11]1[CH:16]=[CH:15][C:14]([C:17]([F:20])([F:19])[F:18])=[CH:13][CH:12]=1.[CH2:21]([Mg]Br)[CH:22]([CH3:24])[CH3:23], predict the reaction product. The product is: [CH3:1][C:2]1[CH:7]=[C:6]([CH:8]([OH:9])[CH2:21][CH:22]([CH3:24])[CH3:23])[CH:5]=[C:4]([CH3:10])[C:3]=1[C:11]1[CH:16]=[CH:15][C:14]([C:17]([F:19])([F:18])[F:20])=[CH:13][CH:12]=1. (6) Given the reactants Cl.[F:2][C:3]1[CH:4]=[C:5]([CH:8]=[CH:9][C:10]=1[NH:11][S:12]([CH3:15])(=[O:14])=[O:13])[CH2:6][NH2:7].[C:16]([C:20]1[N:25]=[C:24]([Cl:26])[C:23]([O:27][CH2:28][C:29](O)=[O:30])=[CH:22][CH:21]=1)([CH3:19])([CH3:18])[CH3:17], predict the reaction product. The product is: [C:16]([C:20]1[N:25]=[C:24]([Cl:26])[C:23]([O:27][CH2:28][C:29]([NH:7][CH2:6][C:5]2[CH:8]=[CH:9][C:10]([NH:11][S:12]([CH3:15])(=[O:14])=[O:13])=[C:3]([F:2])[CH:4]=2)=[O:30])=[CH:22][CH:21]=1)([CH3:19])([CH3:17])[CH3:18]. (7) Given the reactants [OH:1][C:2]1[C:10]2[N:9]=[C:8]([CH3:11])[N:7]([S:12]([C:15]3[CH:20]=[CH:19][C:18]([CH3:21])=[CH:17][CH:16]=3)(=[O:14])=[O:13])[C:6]=2[CH:5]=[C:4]([C:22]([N:24]([CH3:26])[CH3:25])=[O:23])[CH:3]=1.[F:27][C:28]1[CH:37]=[C:36]([F:38])[CH:35]=[C:34]2[C:29]=1[CH:30](O)[CH2:31][CH2:32][O:33]2.C1(P(C2C=CC=CC=2)C2C=CC=CC=2)C=CC=CC=1.N(C(OC(C)C)=O)=NC(OC(C)C)=O.C1(P(=O)(C2C=CC=CC=2)C2C=CC=CC=2)C=CC=CC=1, predict the reaction product. The product is: [F:27][C:28]1[CH:37]=[C:36]([F:38])[CH:35]=[C:34]2[C:29]=1[CH:30]([O:1][C:2]1[C:10]3[N:9]=[C:8]([CH3:11])[N:7]([S:12]([C:15]4[CH:16]=[CH:17][C:18]([CH3:21])=[CH:19][CH:20]=4)(=[O:14])=[O:13])[C:6]=3[CH:5]=[C:4]([C:22]([N:24]([CH3:26])[CH3:25])=[O:23])[CH:3]=1)[CH2:31][CH2:32][O:33]2.